Dataset: Reaction yield outcomes from USPTO patents with 853,638 reactions. Task: Predict the reaction yield, written as a fraction of the theoretical maximum amount of product (1.0 means a 100% yield; for example, 0.34 means a 34% yield). (1) The reactants are C(OC([C:6]1[N:7]([CH2:19][CH:20]([NH:22][C:23]([O:25]C(C)(C)C)=O)[CH3:21])[N:8]=[C:9]([CH2:11][O:12][C:13]2[CH:18]=[CH:17][CH:16]=[CH:15][CH:14]=2)[CH:10]=1)=O)C.C([O-])([O-])=O.[Na+].[Na+]. The catalyst is Cl.O1CCOCC1.C(Cl)Cl. The product is [CH3:21][CH:20]1[CH2:19][N:7]2[N:8]=[C:9]([CH2:11][O:12][C:13]3[CH:18]=[CH:17][CH:16]=[CH:15][CH:14]=3)[CH:10]=[C:6]2[C:23](=[O:25])[NH:22]1. The yield is 0.910. (2) The reactants are Cl.Cl.[NH2:3][C:4]1[CH:5]=[C:6]([NH:10][C:11](=[O:26])[CH2:12][N:13]2[CH2:18][CH2:17][CH:16]([CH2:19][C:20]3[CH:25]=[CH:24][CH:23]=[CH:22][CH:21]=3)[CH2:15][CH2:14]2)[CH:7]=[CH:8][CH:9]=1.[CH:27](=O)[C:28]1[CH:33]=[CH:32][CH:31]=[CH:30][CH:29]=1.C(O)(=O)C.ClC(Cl)C.C(O[BH-](OC(=O)C)OC(=O)C)(=O)C.[Na+]. The catalyst is C(=O)([O-])O.[Na+]. The product is [CH2:27]([NH:3][C:4]1[CH:5]=[C:6]([NH:10][C:11](=[O:26])[CH2:12][N:13]2[CH2:18][CH2:17][CH:16]([CH2:19][C:20]3[CH:25]=[CH:24][CH:23]=[CH:22][CH:21]=3)[CH2:15][CH2:14]2)[CH:7]=[CH:8][CH:9]=1)[C:28]1[CH:33]=[CH:32][CH:31]=[CH:30][CH:29]=1. The yield is 0.630. (3) The reactants are [N:1]([CH2:4][CH2:5][CH2:6][C:7]1([C:26]2[CH:31]=[CH:30][CH:29]=[CH:28][CH:27]=2)[N:11]([C:12]2[S:13][C:14]([Br:17])=[N:15][N:16]=2)[N:10]=[C:9]([C:18]2[CH:23]=[C:22]([F:24])[CH:21]=[CH:20][C:19]=2[F:25])[S:8]1)=[N+]=[N-].O.C1(P(C2C=CC=CC=2)C2C=CC=CC=2)C=CC=CC=1. The catalyst is C1COCC1. The product is [Br:17][C:14]1[S:13][C:12]([N:11]2[N:10]=[C:9]([C:18]3[CH:23]=[C:22]([F:24])[CH:21]=[CH:20][C:19]=3[F:25])[S:8][C:7]2([CH2:6][CH2:5][CH2:4][NH2:1])[C:26]2[CH:31]=[CH:30][CH:29]=[CH:28][CH:27]=2)=[N:16][N:15]=1. The yield is 0.530. (4) The reactants are Cl[C:2]1[CH:7]=[C:6](/[CH:8]=[CH:9]/[C:10]2[CH:15]=[CH:14][C:13]([Cl:16])=[CH:12][CH:11]=2)[N:5]=[CH:4][N:3]=1.C1N2CCN(CC2)C1.C(=O)([O-])[O-:26].[K+].[K+].Cl. The catalyst is O1CCOCC1.O. The product is [Cl:16][C:13]1[CH:14]=[CH:15][C:10](/[CH:9]=[CH:8]/[C:6]2[N:5]=[CH:4][NH:3][C:2](=[O:26])[CH:7]=2)=[CH:11][CH:12]=1. The yield is 0.970. (5) The reactants are [I:1][C:2]1[N:3]=[CH:4][NH:5][C:6]=1[I:7].[H-].[Na+].[CH3:10][Si:11]([CH3:18])([CH3:17])[CH2:12][CH2:13][O:14][CH2:15]Cl.O. The catalyst is CN(C=O)C.CCOC(C)=O. The product is [I:1][C:2]1[N:3]=[CH:4][N:5]([CH2:15][O:14][CH2:13][CH2:12][Si:11]([CH3:18])([CH3:17])[CH3:10])[C:6]=1[I:7]. The yield is 0.664. (6) The reactants are [CH2:1]([O:3][C:4]1[CH:5]=[C:6]2[C:11](=[C:12]3[CH2:16][C:15]([CH3:18])([CH3:17])[O:14][C:13]=13)[C:10]([C:19]1[CH:24]=[CH:23][CH:22]=[CH:21][CH:20]=1)=[N:9][C:8]([CH3:27])([CH2:25][NH2:26])[CH2:7]2)[CH3:2].[OH-].[Na+].[Cl:30][CH2:31][C:32](Cl)=[O:33].O. The catalyst is O1CCCC1. The product is [Cl:30][CH2:31][C:32]([NH:26][CH2:25][C:8]1([CH3:27])[CH2:7][C:6]2[C:11](=[C:12]3[CH2:16][C:15]([CH3:18])([CH3:17])[O:14][C:13]3=[C:4]([O:3][CH2:1][CH3:2])[CH:5]=2)[C:10]([C:19]2[CH:24]=[CH:23][CH:22]=[CH:21][CH:20]=2)=[N:9]1)=[O:33]. The yield is 0.980. (7) The reactants are C[O:2][C:3]([C:5]1[S:6][C:7]([C:30]2[CH2:35][CH2:34][CH2:33][CH2:32][CH:31]=2)=[CH:8][C:9]=1[N:10]([C@H:20]1[CH2:25][CH2:24][C@H:23]([O:26][CH2:27][O:28][CH3:29])[CH2:22][CH2:21]1)[C:11]([C@H:13]1[CH2:18][CH2:17][C@H:16]([CH3:19])[CH2:15][CH2:14]1)=[O:12])=[O:4].[Li+].[OH-].O. The catalyst is C1COCC1.O.CO. The product is [C:30]1([C:7]2[S:6][C:5]([C:3]([OH:4])=[O:2])=[C:9]([N:10]([C@H:20]3[CH2:21][CH2:22][C@H:23]([O:26][CH2:27][O:28][CH3:29])[CH2:24][CH2:25]3)[C:11]([C@H:13]3[CH2:18][CH2:17][C@H:16]([CH3:19])[CH2:15][CH2:14]3)=[O:12])[CH:8]=2)[CH2:35][CH2:34][CH2:33][CH2:32][CH:31]=1. The yield is 0.500.